Dataset: Full USPTO retrosynthesis dataset with 1.9M reactions from patents (1976-2016). Task: Predict the reactants needed to synthesize the given product. (1) Given the product [F:29][CH:21]([F:30])[O:14][C:5]1[C:4]([CH3:3])=[CH:9][C:8]([N+:10]([O-:12])=[O:11])=[C:7]([CH3:13])[N:6]=1, predict the reactants needed to synthesize it. The reactants are: [H-].[Na+].[CH3:3][C:4]1[C:5]([OH:14])=[N:6][C:7]([CH3:13])=[C:8]([N+:10]([O-:12])=[O:11])[CH:9]=1.[F-].[Cs+].FS([C:21]([F:30])([F:29])C(O[Si](C)(C)C)=O)(=O)=O. (2) Given the product [CH2:24]([N:22]1[CH:23]=[C:18]([C:15](=[O:17])[CH:16]=[C:8]([OH:10])[C:7]([O:13][CH3:14])=[O:12])[C:19](=[O:39])[N:20]([CH2:32][C:33]2[CH:38]=[CH:37][CH:36]=[CH:35][CH:34]=2)[C:21]1=[O:31])[C:25]1[CH:26]=[CH:27][CH:28]=[CH:29][CH:30]=1, predict the reactants needed to synthesize it. The reactants are: CC(C)([O-])C.[Na+].[C:7]([O:13][CH3:14])(=[O:12])[C:8]([O:10]C)=O.[C:15]([C:18]1[C:19](=[O:39])[N:20]([CH2:32][C:33]2[CH:38]=[CH:37][CH:36]=[CH:35][CH:34]=2)[C:21](=[O:31])[N:22]([CH2:24][C:25]2[CH:30]=[CH:29][CH:28]=[CH:27][CH:26]=2)[CH:23]=1)(=[O:17])[CH3:16]. (3) Given the product [Cl:1][C:2]1[N:10]=[C:9]2[C:5]([N:6]([CH2:11][C:12]3[CH:17]=[CH:16][C:15]([C:18]([F:20])([F:21])[F:19])=[CH:14][C:13]=3[N+:22]([O-:24])=[O:23])[CH:7]=[N:8]2)=[C:4]([NH:33][C@@H:31]([CH:27]2[CH2:30][CH2:29][CH2:28]2)[CH3:32])[N:3]=1, predict the reactants needed to synthesize it. The reactants are: [Cl:1][C:2]1[N:10]=[C:9]2[C:5]([N:6]([CH2:11][C:12]3[CH:17]=[CH:16][C:15]([C:18]([F:21])([F:20])[F:19])=[CH:14][C:13]=3[N+:22]([O-:24])=[O:23])[CH:7]=[N:8]2)=[C:4](Cl)[N:3]=1.Cl.[CH:27]1([C@H:31]([NH2:33])[CH3:32])[CH2:30][CH2:29][CH2:28]1.C(N(CC)C(C)C)(C)C.